This data is from Blood-brain barrier permeability classification from the B3DB database. The task is: Regression/Classification. Given a drug SMILES string, predict its absorption, distribution, metabolism, or excretion properties. Task type varies by dataset: regression for continuous measurements (e.g., permeability, clearance, half-life) or binary classification for categorical outcomes (e.g., BBB penetration, CYP inhibition). Dataset: b3db_classification. (1) The compound is C[C@H]1CCCC[C@@H]1C. The result is 1 (penetrates BBB). (2) The molecule is CCn1c2c(c3ccccc31)CCS[C@@]2(C)CCN(C)C. The result is 1 (penetrates BBB). (3) The molecule is Cc1cn([C@H]2C=C[C@H](CO)O2)c(=O)nc1N. The result is 1 (penetrates BBB). (4) The molecule is O=C1[C@@H]2[C@H](C(=O)N1CCCCN1CCN(c3ncccn3)CC1)[C@@H]1C=C[C@H]2[C@@H]2C=C[C@H]12. The result is 1 (penetrates BBB). (5) The molecule is C#C[C@@](C)(O)CC. The result is 1 (penetrates BBB). (6) The molecule is Cc1cn[nH]c1. The result is 0 (does not penetrate BBB). (7) The drug is CC[C@]1(O)CCN2CCc3ccc(C)cc3[C@@H]2C1. The result is 1 (penetrates BBB). (8) The compound is Fc1ccc([C@H]2CCNC[C@@H]2COc2ccc3c(c2)OCO3)cc1. The result is 1 (penetrates BBB). (9) The compound is Cc1nc2n(c(=O)c1CCN1CCC(c3noc4cc(F)ccc34)CC1)CCC[C@H]2O. The result is 1 (penetrates BBB). (10) The compound is CC(C)Oc1ccc2c(=O)c(-c3ccccc3)coc2c1. The result is 0 (does not penetrate BBB).